From a dataset of Full USPTO retrosynthesis dataset with 1.9M reactions from patents (1976-2016). Predict the reactants needed to synthesize the given product. Given the product [F:1][C:2]1[CH:3]=[C:4]([N:21]2[CH2:25][C@H:24]([CH2:26][N:27]3[CH:31]=[CH:30][N:29]=[N:28]3)[O:23][C:22]2=[O:32])[CH:5]=[CH:6][C:7]=1[C:8]1[CH:9]=[N:10][C:11]([C:14]2[CH2:18][C@@H:17]([CH2:19][O:20][CH3:33])[O:16][N:15]=2)=[CH:12][CH:13]=1, predict the reactants needed to synthesize it. The reactants are: [F:1][C:2]1[CH:3]=[C:4]([N:21]2[CH2:25][C@H:24]([CH2:26][N:27]3[CH:31]=[CH:30][N:29]=[N:28]3)[O:23][C:22]2=[O:32])[CH:5]=[CH:6][C:7]=1[C:8]1[CH:9]=[N:10][C:11]([C:14]2[CH2:18][C@@H:17]([CH2:19][OH:20])[O:16][N:15]=2)=[CH:12][CH:13]=1.[CH3:33]I.[H-].[Na+].